This data is from Peptide-MHC class II binding affinity with 134,281 pairs from IEDB. The task is: Regression. Given a peptide amino acid sequence and an MHC pseudo amino acid sequence, predict their binding affinity value. This is MHC class II binding data. (1) The peptide sequence is GFILDGDNLFPKV. The MHC is DRB3_0101 with pseudo-sequence DRB3_0101. The binding affinity (normalized) is 0.947. (2) The peptide sequence is ELYKYKVVKIEPLGV. The MHC is HLA-DPA10201-DPB11401 with pseudo-sequence HLA-DPA10201-DPB11401. The binding affinity (normalized) is 0.547. (3) The MHC is DRB1_0101 with pseudo-sequence DRB1_0101. The binding affinity (normalized) is 0.290. The peptide sequence is LMSTRRVLEREQIPT. (4) The peptide sequence is TPAETTVRLRAYMNTPGLPV. The MHC is DRB4_0101 with pseudo-sequence DRB4_0103. The binding affinity (normalized) is 0.744. (5) The peptide sequence is GKIWPSHKGRPGNFLQSR. The MHC is HLA-DQA10401-DQB10402 with pseudo-sequence YNYHQRXFATVTHILFFGGTYYDIEDSTVHLETT. The binding affinity (normalized) is 0.